Regression. Given two drug SMILES strings and cell line genomic features, predict the synergy score measuring deviation from expected non-interaction effect. From a dataset of NCI-60 drug combinations with 297,098 pairs across 59 cell lines. (1) Cell line: OVCAR-8. Drug 2: C1=CC(=CC=C1C#N)C(C2=CC=C(C=C2)C#N)N3C=NC=N3. Synergy scores: CSS=6.52, Synergy_ZIP=1.53, Synergy_Bliss=7.80, Synergy_Loewe=6.71, Synergy_HSA=6.49. Drug 1: CNC(=O)C1=CC=CC=C1SC2=CC3=C(C=C2)C(=NN3)C=CC4=CC=CC=N4. (2) Drug 2: CC1C(C(=O)NC(C(=O)N2CCCC2C(=O)N(CC(=O)N(C(C(=O)O1)C(C)C)C)C)C(C)C)NC(=O)C3=C4C(=C(C=C3)C)OC5=C(C(=O)C(=C(C5=N4)C(=O)NC6C(OC(=O)C(N(C(=O)CN(C(=O)C7CCCN7C(=O)C(NC6=O)C(C)C)C)C)C(C)C)C)N)C. Synergy scores: CSS=71.4, Synergy_ZIP=5.20, Synergy_Bliss=6.52, Synergy_Loewe=-40.8, Synergy_HSA=5.98. Cell line: MOLT-4. Drug 1: C1CCN(CC1)CCOC2=CC=C(C=C2)C(=O)C3=C(SC4=C3C=CC(=C4)O)C5=CC=C(C=C5)O. (3) Cell line: MOLT-4. Drug 2: C1=CN(C=N1)CC(O)(P(=O)(O)O)P(=O)(O)O. Synergy scores: CSS=20.9, Synergy_ZIP=-3.07, Synergy_Bliss=4.09, Synergy_Loewe=-24.4, Synergy_HSA=-0.348. Drug 1: CC1CCC2CC(C(=CC=CC=CC(CC(C(=O)C(C(C(=CC(C(=O)CC(OC(=O)C3CCCCN3C(=O)C(=O)C1(O2)O)C(C)CC4CCC(C(C4)OC)OCCO)C)C)O)OC)C)C)C)OC. (4) Drug 1: CS(=O)(=O)OCCCCOS(=O)(=O)C. Drug 2: C1CCC(C(C1)N)N.C(=O)(C(=O)[O-])[O-].[Pt+4]. Cell line: A549. Synergy scores: CSS=44.2, Synergy_ZIP=-3.72, Synergy_Bliss=2.88, Synergy_Loewe=-0.0379, Synergy_HSA=5.08. (5) Drug 1: CCN(CC)CCNC(=O)C1=C(NC(=C1C)C=C2C3=C(C=CC(=C3)F)NC2=O)C. Drug 2: C1=NC2=C(N1)C(=S)N=CN2. Cell line: HOP-62. Synergy scores: CSS=32.3, Synergy_ZIP=-2.79, Synergy_Bliss=-4.02, Synergy_Loewe=-14.6, Synergy_HSA=-1.79. (6) Drug 1: C1C(C(OC1N2C=NC3=C2NC=NCC3O)CO)O. Drug 2: N.N.Cl[Pt+2]Cl. Cell line: SR. Synergy scores: CSS=39.2, Synergy_ZIP=-5.21, Synergy_Bliss=-7.10, Synergy_Loewe=-5.42, Synergy_HSA=-3.77.